From a dataset of Forward reaction prediction with 1.9M reactions from USPTO patents (1976-2016). Predict the product of the given reaction. (1) Given the reactants [CH2:1]([N:8]1[CH:12]=[C:11]([C:13]2C=[CH:19][CH:18]=[CH:17][C:14]=2C#N)[N:10]=[N:9]1)[C:2]1[CH:7]=[CH:6][CH:5]=[CH:4][CH:3]=1.[OH-:21].[K+].[CH3:23][CH2:24][OH:25], predict the reaction product. The product is: [CH2:1]([N:8]1[CH:12]=[C:11]([C:13]2[CH:14]=[CH:17][CH:18]=[CH:19][C:23]=2[C:24]([OH:21])=[O:25])[N:10]=[N:9]1)[C:2]1[CH:7]=[CH:6][CH:5]=[CH:4][CH:3]=1. (2) Given the reactants [CH2:1]([O:8][C:9]1[CH:14]=[C:13](I)[CH:12]=[CH:11][C:10]=1[N:16]1[S:20](=[O:22])(=[O:21])[NH:19][C:18](=[O:23])[CH2:17]1)[C:2]1[CH:7]=[CH:6][CH:5]=[CH:4][CH:3]=1.[O:24]1[CH:28]=[CH:27][C:26](B(O)O)=[CH:25]1.P([O-])([O-])([O-])=O.[K+].[K+].[K+].CCOC(C)=O, predict the reaction product. The product is: [CH2:1]([O:8][C:9]1[CH:14]=[C:13]([C:26]2[CH:27]=[CH:28][O:24][CH:25]=2)[CH:12]=[CH:11][C:10]=1[N:16]1[S:20](=[O:22])(=[O:21])[NH:19][C:18](=[O:23])[CH2:17]1)[C:2]1[CH:7]=[CH:6][CH:5]=[CH:4][CH:3]=1. (3) Given the reactants Cl.Cl.[O:3]1[C:7]2[CH:8]=[CH:9][CH:10]=[C:11]([CH:12]3[CH2:17][CH2:16][N:15]([CH2:18][CH2:19][C@H:20]4[CH2:25][CH2:24][C@H:23]([NH2:26])[CH2:22][CH2:21]4)[CH2:14][CH2:13]3)[C:6]=2[CH2:5][CH2:4]1.[CH3:27][C:28]([CH3:33])([CH3:32])[C:29](O)=[O:30], predict the reaction product. The product is: [O:3]1[C:7]2[CH:8]=[CH:9][CH:10]=[C:11]([CH:12]3[CH2:17][CH2:16][N:15]([CH2:18][CH2:19][C@H:20]4[CH2:21][CH2:22][C@H:23]([NH:26][C:29](=[O:30])[C:28]([CH3:33])([CH3:32])[CH3:27])[CH2:24][CH2:25]4)[CH2:14][CH2:13]3)[C:6]=2[CH2:5][CH2:4]1. (4) Given the reactants O[CH2:2][CH:3]1[CH2:12][C:11]2[C:6]3=[C:7]([C:13]([C:15]4[C:16](=[O:30])[NH:17][C:18](=[O:29])[C:19]=4[C:20]4[C:28]5[C:23](=[CH:24][CH:25]=[CH:26][CH:27]=5)[NH:22][CH:21]=4)=[CH:14][N:5]3[CH2:4]1)[CH:8]=[CH:9][CH:10]=2.CS(OS(C)(=O)=O)(=O)=O.N1C=CC=CC=1.[CH3:46][NH:47][CH3:48], predict the reaction product. The product is: [CH3:46][N:47]([CH2:2][CH:3]1[CH2:12][C:11]2[C:6]3=[C:7]([C:13]([C:15]4[C:16](=[O:30])[NH:17][C:18](=[O:29])[C:19]=4[C:20]4[C:28]5[C:23](=[CH:24][CH:25]=[CH:26][CH:27]=5)[NH:22][CH:21]=4)=[CH:14][N:5]3[CH2:4]1)[CH:8]=[CH:9][CH:10]=2)[CH3:48].